The task is: Regression. Given a peptide amino acid sequence and an MHC pseudo amino acid sequence, predict their binding affinity value. This is MHC class I binding data.. This data is from Peptide-MHC class I binding affinity with 185,985 pairs from IEDB/IMGT. The peptide sequence is ISESRFQSL. The MHC is HLA-B15:01 with pseudo-sequence HLA-B15:01. The binding affinity (normalized) is 0.263.